This data is from Forward reaction prediction with 1.9M reactions from USPTO patents (1976-2016). The task is: Predict the product of the given reaction. (1) The product is: [OH:8][N:9]1[C:15](=[O:16])[N:14]2[CH2:17][C@H:10]1[CH2:11][CH2:12][C@H:13]2[C:18]([NH:20][O:21][CH:22]1[CH2:27][CH2:26][O:25][CH2:24][CH2:23]1)=[O:19]. Given the reactants C([O:8][N:9]1[C:15](=[O:16])[N:14]2[CH2:17][C@H:10]1[CH2:11][CH2:12][C@H:13]2[C:18]([NH:20][O:21][CH:22]1[CH2:27][CH2:26][O:25][CH2:24][CH2:23]1)=[O:19])C1C=CC=CC=1.[H][H], predict the reaction product. (2) Given the reactants Br[CH2:2][C:3]1[C:12]2[C:7](=[C:8]([F:14])[C:9]([F:13])=[CH:10][CH:11]=2)[NH:6][C:5](=[O:15])[CH:4]=1.[NH:16]1[C:20]2[CH:21]=[CH:22][CH:23]=[CH:24][C:19]=2[N:18]=[C:17]1[C:25]1[CH:33]=[CH:32][CH:31]=[CH:30][C:26]=1[N:27]([CH3:29])[CH3:28], predict the reaction product. The product is: [CH3:28][N:27]([CH3:29])[C:26]1[CH:30]=[CH:31][CH:32]=[CH:33][C:25]=1[C:17]1[N:16]([CH2:2][C:3]2[C:12]3[C:7](=[C:8]([F:14])[C:9]([F:13])=[CH:10][CH:11]=3)[NH:6][C:5](=[O:15])[CH:4]=2)[C:20]2[CH:21]=[CH:22][CH:23]=[CH:24][C:19]=2[N:18]=1. (3) The product is: [CH3:1][O:2][C:3](=[O:48])[C@@H:4]([NH:26][C@H:27]([C:30]1[CH:31]=[CH:32][CH:33]=[CH:34][CH:35]=1)[CH2:28][CH3:29])[CH2:5][C:6]1[CH:25]=[CH:24][C:9]2[O:10][C@@H:11]([C:14]3[CH:15]=[CH:16][C:17]([OH:20])=[CH:18][CH:19]=3)[CH2:12][O:13][C:8]=2[CH:7]=1. Given the reactants [CH3:1][O:2][C:3](=[O:48])[C@@H:4]([N:26](S(C1C=CC([N+]([O-])=O)=CC=1)(=O)=O)[C@H:27]([C:30]1[CH:35]=[CH:34][CH:33]=[CH:32][CH:31]=1)[CH2:28][CH3:29])[CH2:5][C:6]1[CH:25]=[CH:24][C:9]2[O:10][C@@H:11]([C:14]3[CH:19]=[CH:18][C:17]([O:20]C(=O)C)=[CH:16][CH:15]=3)[CH2:12][O:13][C:8]=2[CH:7]=1.SCC(O)=O.C1CCN2C(=NCCC2)CC1, predict the reaction product. (4) Given the reactants B([O-])([O-])[O-].[CH3:5][O:6][C:7]1[CH:12]=[CH:11][C:10]([N+]#N)=[CH:9][CH:8]=1.[CH3:5][O:6][C:7]1[CH:12]=[CH:11][C:10]([N+]#N)=[CH:9][CH:8]=1.[CH3:5][O:6][C:7]1[CH:12]=[CH:11][C:10]([N+]#N)=[CH:9][CH:8]=1.[S:35]1(=[O:41])(=[O:40])[CH2:39][CH:38]=[CH:37][CH2:36]1, predict the reaction product. The product is: [CH3:5][O:6][C:7]1[CH:12]=[CH:11][C:10]([CH:38]2[CH:37]=[CH:36][S:35](=[O:41])(=[O:40])[CH2:39]2)=[CH:9][CH:8]=1.